Regression/Classification. Given a drug SMILES string, predict its absorption, distribution, metabolism, or excretion properties. Task type varies by dataset: regression for continuous measurements (e.g., permeability, clearance, half-life) or binary classification for categorical outcomes (e.g., BBB penetration, CYP inhibition). Dataset: cyp1a2_veith. From a dataset of CYP1A2 inhibition data for predicting drug metabolism from PubChem BioAssay. The molecule is CCCCN(C(=O)Nc1ccc(OCC)cc1)C1CCN(C(C)=O)CC1. The result is 0 (non-inhibitor).